This data is from Reaction yield outcomes from USPTO patents with 853,638 reactions. The task is: Predict the reaction yield, written as a fraction of the theoretical maximum amount of product (1.0 means a 100% yield; for example, 0.34 means a 34% yield). (1) The reactants are [C:1]([C:5]1[CH:6]=[C:7]([C:16]2[CH:21]=[CH:20][C:19]([C:22]([O:24]CC)=[O:23])=[CH:18][CH:17]=2)[CH:8]=[C:9](C(C)(C)C)[C:10]=1[OH:11])([CH3:4])([CH3:3])[CH3:2]. The catalyst is C(O)C. The product is [C:1]([C:18]1[CH:17]=[C:16]([C:7]2[CH:6]=[C:5]([C:1]([CH3:3])([CH3:4])[CH3:2])[C:10]([OH:11])=[CH:9][CH:8]=2)[CH:21]=[CH:20][C:19]=1[C:22]([OH:24])=[O:23])([CH3:4])([CH3:3])[CH3:2]. The yield is 0.470. (2) The reactants are [OH:1][C:2]1[CH:9]=[CH:8][C:7]([C:10]2[C:19]([CH3:20])=[CH:18][C:17]3[C:16]([CH3:22])([CH3:21])[CH2:15][CH2:14][C:13]([CH3:24])([CH3:23])[C:12]=3[CH:11]=2)=[CH:6][C:3]=1[CH:4]=[O:5].[CH3:25][O:26][CH2:27]Cl. No catalyst specified. The product is [CH3:25][O:26][CH2:27][O:1][C:2]1[CH:9]=[CH:8][C:7]([C:10]2[C:19]([CH3:20])=[CH:18][C:17]3[C:16]([CH3:22])([CH3:21])[CH2:15][CH2:14][C:13]([CH3:24])([CH3:23])[C:12]=3[CH:11]=2)=[CH:6][C:3]=1[CH:4]=[O:5]. The yield is 1.00. (3) The reactants are [C:1]([O:5][C:6]([N:8]1[CH2:13][CH2:12][CH:11]([N:14]2[C:18]3=[N:19][CH:20]=[N:21][C:22](Cl)=[C:17]3[CH:16]=[N:15]2)[CH2:10][CH2:9]1)=[O:7])([CH3:4])([CH3:3])[CH3:2].[N:24]1[N:25]([C:29]2[CH:34]=[CH:33][C:32]([OH:35])=[CH:31][CH:30]=2)[N:26]=[N:27][CH:28]=1.C(=O)([O-])[O-].[K+].[K+]. No catalyst specified. The product is [C:1]([O:5][C:6]([N:8]1[CH2:13][CH2:12][CH:11]([N:14]2[C:18]3=[N:19][CH:20]=[N:21][C:22]([O:35][C:32]4[CH:31]=[CH:30][C:29]([N:25]5[N:26]=[N:27][CH:28]=[N:24]5)=[CH:34][CH:33]=4)=[C:17]3[CH:16]=[N:15]2)[CH2:10][CH2:9]1)=[O:7])([CH3:4])([CH3:3])[CH3:2]. The yield is 0.190.